This data is from Forward reaction prediction with 1.9M reactions from USPTO patents (1976-2016). The task is: Predict the product of the given reaction. (1) Given the reactants Cl.[CH3:2][O:3][C:4]1[CH:5]=[C:6]([CH:31]=[CH:32][CH:33]=1)[CH2:7][NH:8][C:9]([C:11]1[NH:12][C:13](=[O:30])[C:14]2[C:19]([CH2:20][O:21][CH2:22][CH2:23][CH:24]3[CH2:29][CH2:28][NH:27][CH2:26][CH2:25]3)=[CH:18][S:17][C:15]=2[N:16]=1)=[O:10].C(N(CC)C(C)C)(C)C.[CH3:43][S:44](Cl)(=[O:46])=[O:45], predict the reaction product. The product is: [CH3:2][O:3][C:4]1[CH:5]=[C:6]([CH:31]=[CH:32][CH:33]=1)[CH2:7][NH:8][C:9]([C:11]1[NH:12][C:13](=[O:30])[C:14]2[C:19]([CH2:20][O:21][CH2:22][CH2:23][CH:24]3[CH2:29][CH2:28][N:27]([S:44]([CH3:43])(=[O:46])=[O:45])[CH2:26][CH2:25]3)=[CH:18][S:17][C:15]=2[N:16]=1)=[O:10]. (2) The product is: [CH3:2][CH:3]([CH:7]=[O:10])[CH2:4][CH2:5][C:6]([O:16][CH3:13])=[O:19]. Given the reactants N1[CH2:6][CH2:5][CH2:4][CH2:3][CH2:2]1.[C:7](=[O:10])([O-])[O-].[K+].[K+].[CH:13](=[O:16])CC.C(O)(=[O:19])C.[Cl-].[Na+], predict the reaction product. (3) Given the reactants [CH3:1][C:2]1[CH:11]=[CH:10][C:9]2[C:4](=[CH:5][CH:6]=[CH:7][C:8]=2[N:12]2[CH2:17][CH2:16][NH:15][C@H:14]([CH3:18])[CH2:13]2)[N:3]=1.[Cl:19][CH2:20][CH2:21][C:22]1[CH:23]=[C:24](F)[C:25]2[O:30][CH2:29][C:28](=[O:31])[NH:27][C:26]=2[CH:32]=1, predict the reaction product. The product is: [ClH:19].[CH3:18][C@@H:14]1[CH2:13][N:12]([C:8]2[CH:7]=[CH:6][CH:5]=[C:4]3[C:9]=2[CH:10]=[CH:11][C:2]([CH3:1])=[N:3]3)[CH2:17][CH2:16][N:15]1[CH2:20][CH2:21][C:22]1[CH:23]=[CH:24][C:25]2[O:30][CH2:29][C:28](=[O:31])[NH:27][C:26]=2[CH:32]=1. (4) Given the reactants [Cl:1][C:2]1[C:3]([N:8]2[C:12]([C:13]([O:15][CH3:16])=[O:14])=[CH:11][C:10]([C:17]([OH:19])=O)=[N:9]2)=[N:4][CH:5]=[CH:6][CH:7]=1.[F:20][C:21]([F:30])([F:29])[C:22]1[CH:28]=[CH:27][C:25]([NH2:26])=[CH:24][CH:23]=1.Cl, predict the reaction product. The product is: [Cl:1][C:2]1[C:3]([N:8]2[C:12]([C:13]([O:15][CH3:16])=[O:14])=[CH:11][C:10]([C:17](=[O:19])[NH:26][C:25]3[CH:27]=[CH:28][C:22]([C:21]([F:20])([F:29])[F:30])=[CH:23][CH:24]=3)=[N:9]2)=[N:4][CH:5]=[CH:6][CH:7]=1. (5) Given the reactants [F:1][C:2]([F:36])([F:35])[O:3][C:4]1[CH:5]=[C:6]([C:10]2[O:14][N:13]=[C:12]([C:15]3[CH:23]=[CH:22][C:21]4[N:20]5[CH2:24][CH2:25][CH:26]([CH2:27][C:28]([O:30]C(C)(C)C)=[O:29])[C:19]5=[CH:18][C:17]=4[CH:16]=3)[N:11]=2)[CH:7]=[CH:8][CH:9]=1.C1(SC)C=CC=CC=1.FC(F)(F)C(O)=O, predict the reaction product. The product is: [F:35][C:2]([F:1])([F:36])[O:3][C:4]1[CH:5]=[C:6]([C:10]2[O:14][N:13]=[C:12]([C:15]3[CH:23]=[CH:22][C:21]4[N:20]5[CH2:24][CH2:25][CH:26]([CH2:27][C:28]([OH:30])=[O:29])[C:19]5=[CH:18][C:17]=4[CH:16]=3)[N:11]=2)[CH:7]=[CH:8][CH:9]=1.